Dataset: Forward reaction prediction with 1.9M reactions from USPTO patents (1976-2016). Task: Predict the product of the given reaction. Given the reactants C(O)(C(F)(F)F)=O.[NH2:8][CH2:9][CH:10]1[CH2:15][CH2:14][N:13]([C:16]2[CH:17]=[N:18][C:19]([NH2:22])=NC=2)[CH2:12][CH2:11]1.CS(C)=O.[CH:27]([N:30](CC)C(C)C)(C)C.[C:36]([C:38]1[CH:39]=[N:40][C:41](F)=[C:42]([CH:55]=1)[C:43]([NH:45][C@H:46]([C:48]1[CH:53]=[CH:52][C:51]([F:54])=[CH:50][CH:49]=1)[CH3:47])=[O:44])#[N:37], predict the reaction product. The product is: [NH2:22][C:19]1[N:18]=[CH:17][C:16]([N:13]2[CH2:12][CH2:11][CH:10]([CH2:9][NH:8][C:41]3[N:40]=[CH:39][C:38]([C:36]#[N:37])=[CH:55][C:42]=3[C:43]([NH:45][C@H:46]([C:48]3[CH:53]=[CH:52][C:51]([F:54])=[CH:50][CH:49]=3)[CH3:47])=[O:44])[CH2:15][CH2:14]2)=[N:30][CH:27]=1.